This data is from Forward reaction prediction with 1.9M reactions from USPTO patents (1976-2016). The task is: Predict the product of the given reaction. (1) Given the reactants [NH2:1][C:2]1[C:7]([OH:8])=[CH:6][C:5]([Br:9])=[CH:4][N:3]=1.[CH2:10]([O:12][C:13](=[O:24])[C:14](OCC)(OCC)OCC)[CH3:11].C1(C)C=CC(S(O)(=O)=O)=CC=1, predict the reaction product. The product is: [CH2:10]([O:12][C:13]([C:14]1[O:8][C:7]2[C:2]([N:1]=1)=[N:3][CH:4]=[C:5]([Br:9])[CH:6]=2)=[O:24])[CH3:11]. (2) Given the reactants Cl[C:2]1[CH:3]=[C:4]([C:8]2([CH3:18])[NH:13][C:12](=[O:14])[CH2:11][N:10]3[N:15]=[CH:16][CH:17]=[C:9]23)[CH:5]=[CH:6][CH:7]=1.[CH3:19][O:20][C:21]1[CH:22]=[C:23](B(O)O)[CH:24]=[N:25][CH:26]=1.P([O-])([O-])([O-])=O.[K+].[K+].[K+], predict the reaction product. The product is: [CH3:19][O:20][C:21]1[CH:22]=[C:23]([C:2]2[CH:3]=[C:4]([C:8]3([CH3:18])[NH:13][C:12](=[O:14])[CH2:11][N:10]4[N:15]=[CH:16][CH:17]=[C:9]34)[CH:5]=[CH:6][CH:7]=2)[CH:24]=[N:25][CH:26]=1.